This data is from CYP2C19 inhibition data for predicting drug metabolism from PubChem BioAssay. The task is: Regression/Classification. Given a drug SMILES string, predict its absorption, distribution, metabolism, or excretion properties. Task type varies by dataset: regression for continuous measurements (e.g., permeability, clearance, half-life) or binary classification for categorical outcomes (e.g., BBB penetration, CYP inhibition). Dataset: cyp2c19_veith. (1) The molecule is Clc1ccccc1/C=N/Nc1nc2c(s1)CCCC2. The result is 1 (inhibitor). (2) The molecule is COc1cccc(Nc2ncc3nc(C)c(=O)n(Cc4cccs4)c3n2)c1. The result is 0 (non-inhibitor).